Regression. Given a peptide amino acid sequence and an MHC pseudo amino acid sequence, predict their binding affinity value. This is MHC class I binding data. From a dataset of Peptide-MHC class I binding affinity with 185,985 pairs from IEDB/IMGT. (1) The peptide sequence is RKCCRAKFKQLLQH. The MHC is HLA-A68:01 with pseudo-sequence HLA-A68:01. The binding affinity (normalized) is 0. (2) The peptide sequence is RTSQKGTVA. The MHC is HLA-A02:01 with pseudo-sequence HLA-A02:01. The binding affinity (normalized) is 0.386. (3) The peptide sequence is KEKGGLEGM. The MHC is HLA-B57:01 with pseudo-sequence HLA-B57:01. The binding affinity (normalized) is 0. (4) The peptide sequence is FPVRPQVPQ. The MHC is HLA-B35:01 with pseudo-sequence HLA-B35:01. The binding affinity (normalized) is 0.448. (5) The peptide sequence is FTNDSIISH. The MHC is HLA-A33:01 with pseudo-sequence HLA-A33:01. The binding affinity (normalized) is 0.461. (6) The peptide sequence is YTAVVPLVY. The MHC is HLA-B40:02 with pseudo-sequence HLA-B40:02. The binding affinity (normalized) is 0.